Dataset: Catalyst prediction with 721,799 reactions and 888 catalyst types from USPTO. Task: Predict which catalyst facilitates the given reaction. (1) Reactant: C([NH2:4])(=O)C.B(F)(F)F.CCOCC.C([O:18][C:19](=[O:72])[CH2:20][N:21]([CH2:46][C:47]1[CH:71]=[CH:70][C:50]([C:51]([O:53][CH2:54][C:55]([C:57]2[CH:62]=[CH:61][C:60]([C:63]3[CH:68]=[CH:67][C:66]([CH3:69])=[CH:65][CH:64]=3)=[CH:59][CH:58]=2)=O)=O)=[CH:49][CH:48]=1)[C:22](=[O:45])[C:23]1[CH:28]=[CH:27][C:26]([NH:29][C:30](=[O:44])[CH2:31][C:32]2[CH:37]=[CH:36][C:35]([O:38][CH3:39])=[CH:34][C:33]=2[C:40]([F:43])([F:42])[F:41])=[CH:25][CH:24]=1)(C)(C)C.N#N. Product: [CH3:39][O:38][C:35]1[CH:36]=[CH:37][C:32]([CH2:31][C:30]([NH:29][C:26]2[CH:27]=[CH:28][C:23]([C:22]([N:21]([CH2:20][C:19]([OH:18])=[O:72])[CH2:46][C:47]3[CH:48]=[CH:49][C:50]([C:51]4[O:53][CH:54]=[C:55]([C:57]5[CH:58]=[CH:59][C:60]([C:63]6[CH:64]=[CH:65][C:66]([CH3:69])=[CH:67][CH:68]=6)=[CH:61][CH:62]=5)[N:4]=4)=[CH:70][CH:71]=3)=[O:45])=[CH:24][CH:25]=2)=[O:44])=[C:33]([C:40]([F:42])([F:43])[F:41])[CH:34]=1. The catalyst class is: 643. (2) Reactant: C[O:2][C:3]([C@H:5]1[CH2:10][N:9]([S:11]([C:14]2[NH:15][C:16]3[C:21]([CH:22]=2)=[CH:20][C:19]([Cl:23])=[CH:18][CH:17]=3)(=[O:13])=[O:12])[CH2:8][C:7](=[O:24])[N:6]1[CH2:25][CH:26]1[CH2:31][CH2:30][N:29]([C:32]2[CH:37]=[CH:36][C:35](=[O:38])[N:34]([CH3:39])[N:33]=2)[CH2:28][CH2:27]1)=[O:4].[OH-].[Li+].C(O)(=O)C. Product: [Cl:23][C:19]1[CH:20]=[C:21]2[C:16](=[CH:17][CH:18]=1)[NH:15][C:14]([S:11]([N:9]1[CH2:8][C:7](=[O:24])[N:6]([CH2:25][CH:26]3[CH2:27][CH2:28][N:29]([C:32]4[CH:37]=[CH:36][C:35](=[O:38])[N:34]([CH3:39])[N:33]=4)[CH2:30][CH2:31]3)[C@@H:5]([C:3]([OH:4])=[O:2])[CH2:10]1)(=[O:13])=[O:12])=[CH:22]2. The catalyst class is: 30. (3) Reactant: [N:1]1([CH2:7][C:8]2[CH:13]=[CH:12][C:11]([NH:14][C:15]3[N:20]=[C:19]([CH2:21][CH2:22][C:23]4[CH:28]=[CH:27][CH:26]=[CH:25][C:24]=4[CH2:29][C:30]([NH2:32])=[O:31])[C:18]([C:33]([F:36])([F:35])[F:34])=[CH:17][N:16]=3)=[CH:10][CH:9]=2)[CH2:6][CH2:5][NH:4][CH2:3][CH2:2]1.C=O.[C:39](O[BH-](OC(=O)C)OC(=O)C)(=O)C.[Na+]. Product: [CH3:39][N:4]1[CH2:3][CH2:2][N:1]([CH2:7][C:8]2[CH:9]=[CH:10][C:11]([NH:14][C:15]3[N:20]=[C:19]([CH2:21][CH2:22][C:23]4[CH:28]=[CH:27][CH:26]=[CH:25][C:24]=4[CH2:29][C:30]([NH2:32])=[O:31])[C:18]([C:33]([F:34])([F:36])[F:35])=[CH:17][N:16]=3)=[CH:12][CH:13]=2)[CH2:6][CH2:5]1. The catalyst class is: 5. (4) Reactant: [CH3:1][C:2]1[N:7]=[C:6]([NH2:8])[CH:5]=[CH:4][CH:3]=1.[CH3:9][C:10](=O)[CH2:11][CH2:12][C:13](=O)[CH3:14].O.C1(C)C=CC(S(O)(=O)=O)=CC=1. Product: [CH3:14][C:13]1[N:8]([C:6]2[CH:5]=[CH:4][CH:3]=[C:2]([CH3:1])[N:7]=2)[C:10]([CH3:9])=[CH:11][CH:12]=1. The catalyst class is: 11. (5) Reactant: [NH2:1][C:2]1[CH:41]=[CH:40][C:5]([C:6]([N:8]2[CH2:12][CH2:11][C@@H:10]([NH:13][C:14]3[N:19]=[C:18]([C:20]4[C:28]5[C:23](=[CH:24][CH:25]=[CH:26][CH:27]=5)[N:22](S(C5C=CC=CC=5)(=O)=O)[CH:21]=4)[C:17]([C:38]#[N:39])=[CH:16][N:15]=3)[CH2:9]2)=[O:7])=[CH:4][CH:3]=1.[OH-].[Na+]. Product: [NH2:1][C:2]1[CH:3]=[CH:4][C:5]([C:6]([N:8]2[CH2:12][CH2:11][C@@H:10]([NH:13][C:14]3[N:19]=[C:18]([C:20]4[C:28]5[C:23](=[CH:24][CH:25]=[CH:26][CH:27]=5)[NH:22][CH:21]=4)[C:17]([C:38]#[N:39])=[CH:16][N:15]=3)[CH2:9]2)=[O:7])=[CH:40][CH:41]=1. The catalyst class is: 12.